Dataset: Catalyst prediction with 721,799 reactions and 888 catalyst types from USPTO. Task: Predict which catalyst facilitates the given reaction. (1) Reactant: [C:1]([N:4]1[CH2:9][CH:8]=[C:7]([N:10]2CCCCC2)[CH2:6][CH2:5]1)(=[O:3])[CH3:2].CC[N:18]([CH2:21][CH3:22])[CH2:19][CH3:20].Cl.C(Cl)C1C=CN=CC=1.C(N)=N.[CH3:35][C:36](O)=[O:37]. Product: [C:1]([N:4]1[CH2:5][CH2:6][C:7]([NH2:10])=[C:8]([C:36]([C:35]2[CH:20]=[CH:19][N:18]=[CH:21][CH:22]=2)=[O:37])[CH2:9]1)(=[O:3])[CH3:2]. The catalyst class is: 2. (2) The catalyst class is: 4. Reactant: [CH3:1][O:2][C:3]1[CH:8]=[C:7]([CH3:9])[C:6]([S:10]([N:13]2[CH2:18][CH2:17][CH2:16][CH2:15][C@H:14]2[CH2:19][O:20][CH2:21][C:22]([O:24]C(C)(C)C)=[O:23])(=[O:12])=[O:11])=[C:5]([CH3:29])[CH:4]=1.FC(F)(F)C(O)=O. Product: [CH3:1][O:2][C:3]1[CH:8]=[C:7]([CH3:9])[C:6]([S:10]([N:13]2[CH2:18][CH2:17][CH2:16][CH2:15][C@H:14]2[CH2:19][O:20][CH2:21][C:22]([OH:24])=[O:23])(=[O:12])=[O:11])=[C:5]([CH3:29])[CH:4]=1. (3) Reactant: [F:1][C:2]1[CH:7]=[CH:6][C:5]([C@@H:8]2[O:13][CH2:12][CH2:11][N:10]([CH2:14][C:15]3[CH:20]=[CH:19][C:18]([C@H:21]([NH:23][S:24]([CH3:27])(=[O:26])=[O:25])[CH3:22])=[CH:17][CH:16]=3)[CH2:9]2)=[CH:4][CH:3]=1.[ClH:28]. Product: [ClH:28].[F:1][C:2]1[CH:7]=[CH:6][C:5]([C@@H:8]2[O:13][CH2:12][CH2:11][N:10]([CH2:14][C:15]3[CH:20]=[CH:19][C:18]([C@H:21]([NH:23][S:24]([CH3:27])(=[O:26])=[O:25])[CH3:22])=[CH:17][CH:16]=3)[CH2:9]2)=[CH:4][CH:3]=1. The catalyst class is: 32.